This data is from Full USPTO retrosynthesis dataset with 1.9M reactions from patents (1976-2016). The task is: Predict the reactants needed to synthesize the given product. (1) Given the product [C:1]1([C:7]2[CH:12]=[C:11]([CH:13]3[CH2:14][NH:15][S:16](=[O:20])(=[O:19])[NH:17][CH2:18]3)[CH:10]=[CH:9][C:8]=2[NH:21][C:37]([C:26]2[NH:27][CH:28]=[C:24]([C:22]#[N:23])[N:25]=2)=[O:38])[CH2:6][CH2:5][CH2:4][CH2:3][CH:2]=1, predict the reactants needed to synthesize it. The reactants are: [C:1]1([C:7]2[CH:12]=[C:11]([CH:13]3[CH2:18][NH:17][S:16](=[O:20])(=[O:19])[NH:15][CH2:14]3)[CH:10]=[CH:9][C:8]=2[NH2:21])[CH2:6][CH2:5][CH2:4][CH2:3][CH:2]=1.[C:22]([C:24]1[N:25]=[C:26]([C:37](O)=[O:38])[N:27](COCC[Si](C)(C)C)[CH:28]=1)#[N:23].[K+].C(C1N=C(C([O-])=O)N(COCC[Si](C)(C)C)C=1)#N. (2) Given the product [Si:29]([O:28][CH:25]1[CH2:26][CH2:27][N:22]([C:16]2[CH:17]=[N:18][C:19]3[C:14]([CH:15]=2)=[CH:13][C:12]([S:11][C:8]2[N:6]4[CH:7]=[C:2]([C:38]([O:37][CH2:42][CH3:41])=[CH2:39])[CH:3]=[CH:4][C:5]4=[N:10][N:9]=2)=[CH:21][CH:20]=3)[CH2:23][CH2:24]1)([C:32]([CH3:35])([CH3:34])[CH3:33])([CH3:31])[CH3:30], predict the reactants needed to synthesize it. The reactants are: Br[C:2]1[CH:3]=[CH:4][C:5]2[N:6]([C:8]([S:11][C:12]3[CH:13]=[C:14]4[C:19](=[CH:20][CH:21]=3)[N:18]=[CH:17][C:16]([N:22]3[CH2:27][CH2:26][CH:25]([O:28][Si:29]([C:32]([CH3:35])([CH3:34])[CH3:33])([CH3:31])[CH3:30])[CH2:24][CH2:23]3)=[CH:15]4)=[N:9][N:10]=2)[CH:7]=1.[Sn].[O:37]1[CH2:42][CH2:41]O[CH2:39][CH2:38]1. (3) Given the product [OH:8][CH2:9][C:10]1[CH:14]=[N:13][N:12]([CH2:15][C@@H:16]2[C@H:19]([NH:20][C:21](=[O:30])[O:22][CH2:23][C:24]3[CH:29]=[CH:28][CH:27]=[CH:26][CH:25]=3)[C:18](=[O:31])[NH:17]2)[N:11]=1, predict the reactants needed to synthesize it. The reactants are: [Si]([O:8][CH2:9][C:10]1[CH:14]=[N:13][N:12]([CH2:15][C@@H:16]2[C@H:19]([NH:20][C:21](=[O:30])[O:22][CH2:23][C:24]3[CH:29]=[CH:28][CH:27]=[CH:26][CH:25]=3)[C:18](=[O:31])[NH:17]2)[N:11]=1)(C(C)(C)C)(C)C.CCCC[N+](CCCC)(CCCC)CCCC.[F-]. (4) The reactants are: Br[CH:2]1[CH2:10][CH2:9][C:8]2[NH:7][N:6]=[CH:5][C:4]=2[C:3]1=O.[N:12]1[CH:17]=[CH:16][CH:15]=[CH:14][C:13]=1[NH:18][C:19]([NH2:21])=[S:20].CCOC(C)=O.CO. Given the product [N:12]1[CH:17]=[CH:16][CH:15]=[CH:14][C:13]=1[NH:18][C:19]1[S:20][C:2]2[CH2:10][CH2:9][C:8]3[NH:7][N:6]=[CH:5][C:4]=3[C:3]=2[N:21]=1, predict the reactants needed to synthesize it. (5) The reactants are: [CH2:1]([C:8]1[CH:9]=[N:10][C:11]2[C:16]([C:17]=1Br)=[CH:15][CH:14]=[CH:13][C:12]=2[C:19]([F:22])([F:21])[F:20])[C:2]1[CH:7]=[CH:6][CH:5]=[CH:4][CH:3]=1.[CH:23]([C:25]1[CH:26]=[C:27](B2OC(C)(C)C(C)(C)O2)[CH:28]=[N:29][CH:30]=1)=[O:24]. Given the product [CH2:1]([C:8]1[CH:9]=[N:10][C:11]2[C:16]([C:17]=1[C:27]1[CH:28]=[N:29][CH:30]=[C:25]([CH:26]=1)[CH:23]=[O:24])=[CH:15][CH:14]=[CH:13][C:12]=2[C:19]([F:22])([F:21])[F:20])[C:2]1[CH:7]=[CH:6][CH:5]=[CH:4][CH:3]=1, predict the reactants needed to synthesize it. (6) Given the product [Cl:13][C:14]1[CH:19]=[N:18][CH:17]=[C:16]([O:12][CH2:11][CH2:10][C:7]2[C:5]3[C:4](=[CH:3][CH:2]=[CH:1][CH:6]=3)[NH:9][CH:8]=2)[N:15]=1, predict the reactants needed to synthesize it. The reactants are: [CH:1]1[CH:2]=[CH:3][C:4]2[NH:9][CH:8]=[C:7]([CH2:10][CH2:11][OH:12])[C:5]=2[CH:6]=1.[Cl:13][C:14]1[CH:19]=[N:18][CH:17]=[C:16](Cl)[N:15]=1.